From a dataset of Reaction yield outcomes from USPTO patents with 853,638 reactions. Predict the reaction yield, written as a fraction of the theoretical maximum amount of product (1.0 means a 100% yield; for example, 0.34 means a 34% yield). The reactants are [CH2:1]([O:3][C:4](=[O:21])[CH:5]([C:12]1[CH:17]=[CH:16][C:15]([N+:18]([O-])=O)=[CH:14][CH:13]=1)[CH2:6][CH:7]1[CH2:11][CH2:10][CH2:9][CH2:8]1)[CH3:2]. The catalyst is C(OCC)(=O)C.[Pd]. The product is [CH2:1]([O:3][C:4](=[O:21])[CH:5]([C:12]1[CH:17]=[CH:16][C:15]([NH2:18])=[CH:14][CH:13]=1)[CH2:6][CH:7]1[CH2:8][CH2:9][CH2:10][CH2:11]1)[CH3:2]. The yield is 0.533.